From a dataset of Cav3 T-type calcium channel HTS with 100,875 compounds. Binary Classification. Given a drug SMILES string, predict its activity (active/inactive) in a high-throughput screening assay against a specified biological target. (1) The compound is s1c(C(=O)N2CCN(CC2)C(=O)C(NC(=O)C)Cc2c(OC)cccc2)ccc1. The result is 0 (inactive). (2) The molecule is FC(F)(F)c1c(cccc1)/C=N\n1c(nc(cc1=O)C(F)(F)F)N. The result is 0 (inactive). (3) The molecule is OC(c1ccc(cc1)C)c1ccncc1. The result is 0 (inactive).